Dataset: NCI-60 drug combinations with 297,098 pairs across 59 cell lines. Task: Regression. Given two drug SMILES strings and cell line genomic features, predict the synergy score measuring deviation from expected non-interaction effect. (1) Drug 1: CCC1=C2CN3C(=CC4=C(C3=O)COC(=O)C4(CC)O)C2=NC5=C1C=C(C=C5)O. Drug 2: C1=NC2=C(N1)C(=S)N=CN2. Cell line: NCI-H522. Synergy scores: CSS=49.9, Synergy_ZIP=-5.52, Synergy_Bliss=-7.93, Synergy_Loewe=-4.05, Synergy_HSA=-2.58. (2) Synergy scores: CSS=20.6, Synergy_ZIP=-3.88, Synergy_Bliss=-1.46, Synergy_Loewe=-16.4, Synergy_HSA=-2.11. Drug 1: COC1=CC(=CC(=C1O)OC)C2C3C(COC3=O)C(C4=CC5=C(C=C24)OCO5)OC6C(C(C7C(O6)COC(O7)C8=CC=CS8)O)O. Cell line: OVCAR-8. Drug 2: CC(C)CN1C=NC2=C1C3=CC=CC=C3N=C2N. (3) Drug 1: CN(C)N=NC1=C(NC=N1)C(=O)N. Drug 2: C1=CC(=CC=C1CCCC(=O)O)N(CCCl)CCCl. Cell line: HT29. Synergy scores: CSS=5.05, Synergy_ZIP=-3.88, Synergy_Bliss=-8.50, Synergy_Loewe=-19.1, Synergy_HSA=-8.94. (4) Drug 1: C1CCN(CC1)CCOC2=CC=C(C=C2)C(=O)C3=C(SC4=C3C=CC(=C4)O)C5=CC=C(C=C5)O. Drug 2: C1=CN(C=N1)CC(O)(P(=O)(O)O)P(=O)(O)O. Cell line: K-562. Synergy scores: CSS=5.77, Synergy_ZIP=-1.17, Synergy_Bliss=1.51, Synergy_Loewe=-0.876, Synergy_HSA=-1.71. (5) Drug 1: CCC1(CC2CC(C3=C(CCN(C2)C1)C4=CC=CC=C4N3)(C5=C(C=C6C(=C5)C78CCN9C7C(C=CC9)(C(C(C8N6C)(C(=O)OC)O)OC(=O)C)CC)OC)C(=O)OC)O.OS(=O)(=O)O. Drug 2: CCC1(C2=C(COC1=O)C(=O)N3CC4=CC5=C(C=CC(=C5CN(C)C)O)N=C4C3=C2)O.Cl. Cell line: NCI/ADR-RES. Synergy scores: CSS=10.9, Synergy_ZIP=4.21, Synergy_Bliss=10.5, Synergy_Loewe=-12.6, Synergy_HSA=1.30. (6) Drug 1: CS(=O)(=O)CCNCC1=CC=C(O1)C2=CC3=C(C=C2)N=CN=C3NC4=CC(=C(C=C4)OCC5=CC(=CC=C5)F)Cl. Drug 2: CC(C)CN1C=NC2=C1C3=CC=CC=C3N=C2N. Cell line: SK-MEL-2. Synergy scores: CSS=7.80, Synergy_ZIP=-2.30, Synergy_Bliss=-0.178, Synergy_Loewe=-3.52, Synergy_HSA=-3.62. (7) Drug 1: C1CCC(C(C1)N)N.C(=O)(C(=O)[O-])[O-].[Pt+4]. Drug 2: N.N.Cl[Pt+2]Cl. Cell line: NCI-H522. Synergy scores: CSS=78.1, Synergy_ZIP=-5.63, Synergy_Bliss=-3.41, Synergy_Loewe=1.98, Synergy_HSA=3.76. (8) Drug 1: CC1=C(C(=CC=C1)Cl)NC(=O)C2=CN=C(S2)NC3=CC(=NC(=N3)C)N4CCN(CC4)CCO. Drug 2: CCN(CC)CCNC(=O)C1=C(NC(=C1C)C=C2C3=C(C=CC(=C3)F)NC2=O)C. Cell line: SK-OV-3. Synergy scores: CSS=25.2, Synergy_ZIP=0.549, Synergy_Bliss=5.27, Synergy_Loewe=-2.82, Synergy_HSA=6.09. (9) Drug 1: C1=CC(=C2C(=C1NCCNCCO)C(=O)C3=C(C=CC(=C3C2=O)O)O)NCCNCCO. Drug 2: CC=C1C(=O)NC(C(=O)OC2CC(=O)NC(C(=O)NC(CSSCCC=C2)C(=O)N1)C(C)C)C(C)C. Cell line: LOX IMVI. Synergy scores: CSS=74.2, Synergy_ZIP=-0.236, Synergy_Bliss=-0.295, Synergy_Loewe=0.0622, Synergy_HSA=1.68. (10) Drug 1: C1=CC(=CC=C1CC(C(=O)O)N)N(CCCl)CCCl.Cl. Drug 2: C1C(C(OC1N2C=NC3=C2NC=NCC3O)CO)O. Cell line: UACC-257. Synergy scores: CSS=-2.64, Synergy_ZIP=1.35, Synergy_Bliss=-4.78, Synergy_Loewe=-10.6, Synergy_HSA=-9.13.